From a dataset of Reaction yield outcomes from USPTO patents with 853,638 reactions. Predict the reaction yield, written as a fraction of the theoretical maximum amount of product (1.0 means a 100% yield; for example, 0.34 means a 34% yield). (1) The reactants are [C:1]([C:5]1[N:9]=[C:8]([C:10]2[CH:11]=[CH:12][C:13]([NH:16][NH2:17])=[N:14][CH:15]=2)[O:7][N:6]=1)([CH3:4])([CH3:3])[CH3:2].O=[C:19]1[CH2:23][S:22][CH2:21][CH:20]1[C:24](OC)=[O:25]. No catalyst specified. The product is [C:1]([C:5]1[N:9]=[C:8]([C:10]2[CH:11]=[CH:12][C:13]([N:16]3[C:24](=[O:25])[C:20]4[CH2:21][S:22][CH2:23][C:19]=4[NH:17]3)=[N:14][CH:15]=2)[O:7][N:6]=1)([CH3:4])([CH3:2])[CH3:3]. The yield is 0.380. (2) The reactants are [CH3:1][S:2]([O:5][C:6]1[CH:11]=[CH:10][CH:9]=[C:8]([C:12]2[O:13][C:14]([CH3:29])=[C:15]([CH2:17][O:18][C:19]3[CH:24]=[CH:23][C:22]([CH2:25]Cl)=[CH:21][C:20]=3[O:27][CH3:28])[N:16]=2)[CH:7]=1)(=[O:4])=[O:3].[OH:30][C:31]1[C:35]([CH:36]=[O:37])=[CH:34][N:33]([C:38]2[CH:43]=[CH:42][CH:41]=[CH:40][CH:39]=2)[N:32]=1.CN(C)C=O.[H-].[Na+]. The catalyst is O. The product is [CH3:1][S:2]([O:5][C:6]1[CH:11]=[CH:10][CH:9]=[C:8]([C:12]2[O:13][C:14]([CH3:29])=[C:15]([CH2:17][O:18][C:19]3[CH:24]=[CH:23][C:22]([CH2:25][O:30][C:31]4[C:35]([CH:36]=[O:37])=[CH:34][N:33]([C:38]5[CH:39]=[CH:40][CH:41]=[CH:42][CH:43]=5)[N:32]=4)=[CH:21][C:20]=3[O:27][CH3:28])[N:16]=2)[CH:7]=1)(=[O:4])=[O:3]. The yield is 0.560.